From a dataset of Kir2.1 potassium channel HTS with 301,493 compounds. Binary Classification. Given a drug SMILES string, predict its activity (active/inactive) in a high-throughput screening assay against a specified biological target. (1) The drug is s1c(cc(C(=O)NCCCn2ccnc2)c1)C. The result is 0 (inactive). (2) The drug is S(=O)(=O)(N1CCOCC1)c1ccc(c2nc(on2)C2CCN(CC2)C(=O)Nc2ccccc2)cc1. The result is 0 (inactive).